From a dataset of Full USPTO retrosynthesis dataset with 1.9M reactions from patents (1976-2016). Predict the reactants needed to synthesize the given product. (1) Given the product [OH:18][C:13]1[C:14]2[C:15](=[CH:19][CH:20]=[CH:21][CH:22]=2)[C:16](=[O:17])[N:11]([C:8]2[CH:9]=[CH:10][C:5]([CH:2]([CH3:4])[CH3:3])=[CH:6][CH:7]=2)[N:12]=1, predict the reactants needed to synthesize it. The reactants are: Cl.[CH:2]([C:5]1[CH:10]=[CH:9][C:8]([NH:11][NH2:12])=[CH:7][CH:6]=1)([CH3:4])[CH3:3].[C:13]1(=O)[O:18][C:16](=[O:17])[C:15]2=[CH:19][CH:20]=[CH:21][CH:22]=[C:14]12.O.C([O-])(O)=O.[Na+]. (2) Given the product [CH3:19][C:14]1[C:13]2[C:18](=[CH:4][N:6]=[C:7]3[C:8]=2[C:9](=[O:20])[CH2:10][CH:11]=[CH:12]3)[CH:17]=[CH:16][CH:15]=1, predict the reactants needed to synthesize it. The reactants are: C(O[C:4]([NH:6][C:7]1[CH:12]=[CH:11][CH:10]=[CH:9][C:8]=1[C:13]1[CH:18]=[CH:17][CH:16]=[CH:15][C:14]=1[CH3:19])=O)C.[OH2:20]. (3) Given the product [Br:8][C:9]1[C:18]2[O:17][CH:16]([CH:19]([CH3:21])[CH3:20])[CH2:15][NH:14][C:13]=2[CH:12]=[C:11]([O:23][CH3:24])[CH:10]=1, predict the reactants needed to synthesize it. The reactants are: C1(C)C=CC=CC=1.[Br:8][C:9]1[C:18]2[O:17][CH:16]([CH:19]([CH3:21])[CH3:20])[C:15](=O)[NH:14][C:13]=2[CH:12]=[C:11]([O:23][CH3:24])[CH:10]=1. (4) Given the product [CH3:11][C:10]([O:9][C:7]([NH:6][C@@H:5]([CH2:4][CH2:3][C:2](=[O:1])[C:30]1[CH:29]=[CH:28][CH:27]=[C:26]([O:25][CH2:24][C:18]2[CH:23]=[CH:22][CH:21]=[CH:20][CH:19]=2)[CH:31]=1)[C:14]([O:16][CH3:17])=[O:15])=[O:8])([CH3:13])[CH3:12], predict the reactants needed to synthesize it. The reactants are: [O:1]=[C:2]1[N:6]([C:7]([O:9][C:10]([CH3:13])([CH3:12])[CH3:11])=[O:8])[C@H:5]([C:14]([O:16][CH3:17])=[O:15])[CH2:4][CH2:3]1.[C:18]1([CH2:24][O:25][C:26]2[CH:31]=[CH:30][CH:29]=[C:28](Br)[CH:27]=2)[CH:23]=[CH:22][CH:21]=[CH:20][CH:19]=1. (5) Given the product [CH3:1][C:2]1[CH:3]=[CH:4][C:5]([O:8][CH2:16][C:17]2[C:18]([CH3:29])=[C:19]([C:23]3[CH:28]=[CH:27][CH:26]=[CH:25][CH:24]=3)[CH:20]=[CH:21][CH:22]=2)=[CH:6][N:7]=1, predict the reactants needed to synthesize it. The reactants are: [CH3:1][C:2]1[N:7]=[CH:6][C:5]([OH:8])=[CH:4][CH:3]=1.C(=O)([O-])[O-].[Cs+].[Cs+].Br[CH2:16][C:17]1[C:18]([CH3:29])=[C:19]([C:23]2[CH:28]=[CH:27][CH:26]=[CH:25][CH:24]=2)[CH:20]=[CH:21][CH:22]=1.C(OCC)(=O)C. (6) Given the product [NH2:1][C@H:2]([C:23]([OH:25])=[O:24])[CH2:3][CH2:4][C:5]([NH:7][C@H:8]([C:13]([OH:15])=[O:14])[CH2:9][CH2:10][CH2:11][CH3:12])=[O:6], predict the reactants needed to synthesize it. The reactants are: [NH:1](C(OCC1C=CC=CC=1)=O)[C@H:2]([C:23]([O:25]CC1C=CC=CC=1)=[O:24])[CH2:3][CH2:4][C:5]([NH:7][C@H:8]([C:13]([O:15]CC1C=CC=CC=1)=[O:14])[CH2:9][CH2:10][CH2:11][CH3:12])=[O:6].C(O)C.[H][H]. (7) The reactants are: [CH:1]1([NH:4][CH3:5])[CH2:3][CH2:2]1.[Br:6][C:7]1[CH:12]=[CH:11][CH:10]=[CH:9][C:8]=1[S:13](Cl)(=[O:15])=[O:14]. Given the product [Br:6][C:7]1[CH:12]=[CH:11][CH:10]=[CH:9][C:8]=1[S:13]([N:4]([CH:1]1[CH2:3][CH2:2]1)[CH3:5])(=[O:15])=[O:14], predict the reactants needed to synthesize it. (8) Given the product [Cl:16][C:4]1[C:5]2[O:9][C:8]3[CH2:10][CH2:11][CH:12]([OH:14])[CH2:13][C:7]=3[C:6]=2[CH:15]=[C:2]([S:23]([C:17]2[CH:22]=[CH:21][CH:20]=[CH:19][CH:18]=2)(=[O:25])=[O:24])[CH:3]=1, predict the reactants needed to synthesize it. The reactants are: Br[C:2]1[CH:3]=[C:4]([Cl:16])[C:5]2[O:9][C:8]3[CH2:10][CH2:11][CH:12]([OH:14])[CH2:13][C:7]=3[C:6]=2[CH:15]=1.[C:17]1([S:23]([O-:25])=[O:24])[CH:22]=[CH:21][CH:20]=[CH:19][CH:18]=1.[Na+].C(=O)([O-])[O-].[Cs+].[Cs+].CC1(C)C2C(=C(P(C3C=CC=CC=3)C3C=CC=CC=3)C=CC=2)OC2C(P(C3C=CC=CC=3)C3C=CC=CC=3)=CC=CC1=2.